Regression. Given a peptide amino acid sequence and an MHC pseudo amino acid sequence, predict their binding affinity value. This is MHC class I binding data. From a dataset of Peptide-MHC class I binding affinity with 185,985 pairs from IEDB/IMGT. (1) The peptide sequence is LLFKTSAGV. The MHC is HLA-A02:01 with pseudo-sequence HLA-A02:01. The binding affinity (normalized) is 0.730. (2) The peptide sequence is RAMDVYCHR. The MHC is HLA-B18:01 with pseudo-sequence HLA-B18:01. The binding affinity (normalized) is 0.0847. (3) The peptide sequence is MIAGVLFTFV. The MHC is HLA-A02:01 with pseudo-sequence HLA-A02:01. The binding affinity (normalized) is 0.781. (4) The peptide sequence is PLTFGWCYKL. The MHC is HLA-B40:02 with pseudo-sequence HLA-B40:02. The binding affinity (normalized) is 0.114. (5) The peptide sequence is SDYLELDTI. The MHC is Mamu-A07 with pseudo-sequence Mamu-A07. The binding affinity (normalized) is 0.0715. (6) The peptide sequence is QVPLRPMTSK. The MHC is HLA-A24:02 with pseudo-sequence YSAMYEEKVAHTDENIAYLMFHYYTWAVQAYTGY. The binding affinity (normalized) is 0. (7) The peptide sequence is NTLISSDGA. The MHC is HLA-A02:01 with pseudo-sequence HLA-A02:01. The binding affinity (normalized) is 0.121.